From a dataset of NCI-60 drug combinations with 297,098 pairs across 59 cell lines. Regression. Given two drug SMILES strings and cell line genomic features, predict the synergy score measuring deviation from expected non-interaction effect. (1) Drug 1: C1=CC(=CC=C1CCC2=CNC3=C2C(=O)NC(=N3)N)C(=O)NC(CCC(=O)O)C(=O)O. Drug 2: CC(C1=C(C=CC(=C1Cl)F)Cl)OC2=C(N=CC(=C2)C3=CN(N=C3)C4CCNCC4)N. Cell line: SF-295. Synergy scores: CSS=29.4, Synergy_ZIP=-3.07, Synergy_Bliss=-5.36, Synergy_Loewe=-14.1, Synergy_HSA=-2.41. (2) Drug 1: CNC(=O)C1=CC=CC=C1SC2=CC3=C(C=C2)C(=NN3)C=CC4=CC=CC=N4. Drug 2: CC1C(C(=O)NC(C(=O)N2CCCC2C(=O)N(CC(=O)N(C(C(=O)O1)C(C)C)C)C)C(C)C)NC(=O)C3=C4C(=C(C=C3)C)OC5=C(C(=O)C(=C(C5=N4)C(=O)NC6C(OC(=O)C(N(C(=O)CN(C(=O)C7CCCN7C(=O)C(NC6=O)C(C)C)C)C)C(C)C)C)N)C. Cell line: MCF7. Synergy scores: CSS=12.7, Synergy_ZIP=18.4, Synergy_Bliss=20.3, Synergy_Loewe=19.5, Synergy_HSA=19.5. (3) Drug 1: CCN(CC)CCNC(=O)C1=C(NC(=C1C)C=C2C3=C(C=CC(=C3)F)NC2=O)C. Drug 2: CC(C)CN1C=NC2=C1C3=CC=CC=C3N=C2N. Cell line: OVCAR3. Synergy scores: CSS=-7.10, Synergy_ZIP=3.23, Synergy_Bliss=-1.54, Synergy_Loewe=-7.49, Synergy_HSA=-6.95. (4) Drug 1: CCN(CC)CCNC(=O)C1=C(NC(=C1C)C=C2C3=C(C=CC(=C3)F)NC2=O)C. Drug 2: CN(C(=O)NC(C=O)C(C(C(CO)O)O)O)N=O. Cell line: SN12C. Synergy scores: CSS=-0.438, Synergy_ZIP=0.416, Synergy_Bliss=-1.98, Synergy_Loewe=-6.81, Synergy_HSA=-5.22.